Dataset: Catalyst prediction with 721,799 reactions and 888 catalyst types from USPTO. Task: Predict which catalyst facilitates the given reaction. (1) Reactant: [C:1]([O:5][C:6](=[O:19])[NH:7][CH2:8][C:9]1([C:15](=[NH:18])[NH:16][OH:17])[CH2:11][CH:10]1[CH:12]([CH3:14])[CH3:13])([CH3:4])([CH3:3])[CH3:2].[C:20](C1NC=CN=1)(C1NC=CN=1)=[O:21]. Product: [C:1]([O:5][C:6](=[O:19])[NH:7][CH2:8][C:9]1([C:15]2[NH:18][C:20](=[O:21])[O:17][N:16]=2)[CH2:11][CH:10]1[CH:12]([CH3:14])[CH3:13])([CH3:3])([CH3:4])[CH3:2]. The catalyst class is: 1. (2) Reactant: C(=O)([O-])[O-].[K+].[K+].Br[CH2:8][C:9]1[S:13][CH:12]=[C:11]([C:14]2[CH:19]=[C:18]([NH:20][CH:21]3[CH2:23][CH2:22]3)[N:17]3[N:24]=[CH:25][C:26]([CH:27]=[O:28])=[C:16]3[N:15]=2)[CH:10]=1.[NH:29]1[CH2:33][CH2:32][CH2:31][CH2:30]1.O. Product: [CH:21]1([NH:20][C:18]2[N:17]3[N:24]=[CH:25][C:26]([CH:27]=[O:28])=[C:16]3[N:15]=[C:14]([C:11]3[CH:10]=[C:9]([CH2:8][N:29]4[CH2:33][CH2:32][CH2:31][CH2:30]4)[S:13][CH:12]=3)[CH:19]=2)[CH2:23][CH2:22]1. The catalyst class is: 3. (3) Reactant: [NH2:1][C:2]12[C:20](=[O:21])[C:19]3[C:14](=[CH:15][CH:16]=[CH:17][CH:18]=3)[C:3]1([OH:22])[O:4][C:5]1[C:10]2=[CH:9][CH:8]=[C:7]([CH:11]([CH3:13])[CH3:12])[CH:6]=1.C(N([CH2:28][CH3:29])CC)C.[C:30](Cl)(=[O:34])[CH2:31][CH2:32][CH3:33].[CH2:36]([O:38]C(=O)C)[CH3:37]. Product: [C:30]([NH:1][C:2]1([C:10]2[CH:9]=[CH:8][C:7]([CH:11]([CH3:12])[CH3:13])=[CH:6][C:5]=2[O:4][C:36](=[O:38])[CH2:37][CH2:28][CH3:29])[C:3](=[O:22])[C:14]2[C:19](=[CH:18][CH:17]=[CH:16][CH:15]=2)[C:20]1=[O:21])(=[O:34])[CH2:31][CH2:32][CH3:33]. The catalyst class is: 2. (4) The catalyst class is: 4. Product: [F:1][C:2]1[CH:7]=[CH:6][C:5]([B:8]([OH:9])[OH:10])=[C:4]([CH2:11][OH:12])[CH:3]=1. Reactant: [F:1][C:2]1[CH:7]=[CH:6][C:5]([B:8]([OH:10])[OH:9])=[C:4]([CH2:11][O:12][Si](C(C)C)(C(C)C)C(C)C)[CH:3]=1.FC(F)(F)C(O)=O. (5) The catalyst class is: 127. Reactant: S(Cl)(Cl)=O.[C:5]([O:9][C:10](=[O:43])[NH:11][CH2:12][C@H:13]1[CH2:18][CH2:17][C@H:16]([CH2:19][C:20](=O)[NH:21][NH:22][C:23]2[N:24]=[C:25]3[CH:31]=[CH:30][N:29](S(C4C=CC(C)=CC=4)(=O)=O)[C:26]3=[N:27][CH:28]=2)[CH2:15][CH2:14]1)([CH3:8])([CH3:7])[CH3:6].C([O-])([O-])=O.[Na+].[Na+].[OH-].[Na+]. Product: [C:5]([O:9][C:10](=[O:43])[NH:11][CH2:12][C@H:13]1[CH2:18][CH2:17][C@H:16]([CH2:19][C:20]2[N:24]3[C:25]4[CH:31]=[CH:30][NH:29][C:26]=4[N:27]=[CH:28][C:23]3=[N:22][N:21]=2)[CH2:15][CH2:14]1)([CH3:8])([CH3:7])[CH3:6].